The task is: Predict which catalyst facilitates the given reaction.. This data is from Catalyst prediction with 721,799 reactions and 888 catalyst types from USPTO. (1) Reactant: O=S(Cl)[Cl:3].[CH3:5][O:6][C:7]1[CH:12]=[C:11]([CH2:13]O)[CH:10]=[CH:9][N:8]=1. Product: [CH3:5][O:6][C:7]1[CH:12]=[C:11]([CH2:13][Cl:3])[CH:10]=[CH:9][N:8]=1. The catalyst class is: 22. (2) Reactant: [CH2:1]([O:3][C:4]1[CH:21]=[CH:20][CH:19]=[CH:18][C:5]=1[O:6][C@@H:7]([C:12]1[CH:17]=[CH:16][CH:15]=[CH:14][CH:13]=1)[C@@H:8]([OH:11])[CH2:9][NH2:10])[CH3:2].C(=O)([O-])[O-].[Na+].[Na+].[Cl:28][CH2:29][C:30](Cl)=[O:31]. Product: [Cl:28][CH2:29][C:30]([NH:10][CH2:9][C@H:8]([OH:11])[C@@H:7]([O:6][C:5]1[CH:18]=[CH:19][CH:20]=[CH:21][C:4]=1[O:3][CH2:1][CH3:2])[C:12]1[CH:13]=[CH:14][CH:15]=[CH:16][CH:17]=1)=[O:31]. The catalyst class is: 226. (3) Reactant: [CH2:1]([C:17]1[CH:22]=[CH:21][C:20]([S:23](Cl)(=[O:25])=[O:24])=[CH:19][CH:18]=1)[CH2:2][CH2:3][CH2:4][CH2:5][CH2:6][CH2:7][CH2:8][CH2:9][CH2:10][CH2:11][CH2:12][CH2:13][CH2:14][CH2:15][CH3:16].[S:27]1[CH:31]=[N:30][N:29]=[C:28]1[NH2:32].Cl. Product: [CH2:1]([C:17]1[CH:22]=[CH:21][C:20]([S:23]([NH:32][C:28]2[S:27][CH:31]=[N:30][N:29]=2)(=[O:25])=[O:24])=[CH:19][CH:18]=1)[CH2:2][CH2:3][CH2:4][CH2:5][CH2:6][CH2:7][CH2:8][CH2:9][CH2:10][CH2:11][CH2:12][CH2:13][CH2:14][CH2:15][CH3:16]. The catalyst class is: 17.